This data is from Reaction yield outcomes from USPTO patents with 853,638 reactions. The task is: Predict the reaction yield, written as a fraction of the theoretical maximum amount of product (1.0 means a 100% yield; for example, 0.34 means a 34% yield). The reactants are [Cl:1][C:2]1[CH:7]=[C:6]([Cl:8])[CH:5]=[CH:4][C:3]=1[C:9](=[O:17])[CH2:10][C:11]1[NH:12][CH:13]=[C:14]([CH3:16])[N:15]=1.CO[CH:20](OC)[N:21]([CH3:23])[CH3:22]. No catalyst specified. The product is [Cl:1][C:2]1[CH:7]=[C:6]([Cl:8])[CH:5]=[CH:4][C:3]=1[C:9](=[O:17])/[C:10](/[C:11]1[NH:12][CH:13]=[C:14]([CH3:16])[N:15]=1)=[CH:20]\[N:21]([CH3:23])[CH3:22]. The yield is 1.00.